Dataset: Reaction yield outcomes from USPTO patents with 853,638 reactions. Task: Predict the reaction yield, written as a fraction of the theoretical maximum amount of product (1.0 means a 100% yield; for example, 0.34 means a 34% yield). (1) The reactants are [OH:1][NH:2][C:3](=[NH:21])[C:4]1[CH:13]=[CH:12][CH:11]=[C:10]2[C:5]=1[CH2:6][CH2:7][N:8]([C:14]([O:16][C:17]([CH3:20])([CH3:19])[CH3:18])=[O:15])[CH2:9]2.[C:22]([C:24]1[CH:25]=[C:26]([CH:30]=[CH:31][C:32]=1[O:33][CH:34]([CH3:36])[CH3:35])[C:27](Cl)=O)#[N:23]. The catalyst is C1(C)C=CC=CC=1.N1C=CC=CC=1. The product is [C:22]([C:24]1[CH:25]=[C:26]([C:27]2[O:1][N:2]=[C:3]([C:4]3[CH:13]=[CH:12][CH:11]=[C:10]4[C:5]=3[CH2:6][CH2:7][N:8]([C:14]([O:16][C:17]([CH3:18])([CH3:20])[CH3:19])=[O:15])[CH2:9]4)[N:21]=2)[CH:30]=[CH:31][C:32]=1[O:33][CH:34]([CH3:35])[CH3:36])#[N:23]. The yield is 0.250. (2) The product is [CH2:1]([N:8]1[C:16]2[C:15]3=[N:17][C@H:18]([CH2:20][C:21]4[CH:22]=[CH:23][CH:24]=[CH:25][CH:26]=4)[CH2:19][N:14]3[C:13](=[O:27])[N:12]([CH2:28][CH2:29][CH3:30])[C:11]=2[N:10]=[C:9]1[CH:41]=[O:42])[C:2]1[CH:7]=[CH:6][CH:5]=[CH:4][CH:3]=1. The catalyst is O1CCCC1.C1CCCCC1. The reactants are [CH2:1]([N:8]1[C:16]2[C:15]3=[N:17][C@H:18]([CH2:20][C:21]4[CH:26]=[CH:25][CH:24]=[CH:23][CH:22]=4)[CH2:19][N:14]3[C:13](=[O:27])[N:12]([CH2:28][CH2:29][CH3:30])[C:11]=2[N:10]=[CH:9]1)[C:2]1[CH:7]=[CH:6][CH:5]=[CH:4][CH:3]=1.C([N-]C(C)C)(C)C.[Li+].CN(C)[CH:41]=[O:42].[Cl-].[NH4+]. The yield is 0.890. (3) The reactants are [Si:1]([O:8][CH2:9][C:10]([C:12]1[CH:13]=[C:14]([CH:17]=[CH:18][CH:19]=1)[C:15]#[N:16])=[O:11])([C:4]([CH3:7])([CH3:6])[CH3:5])([CH3:3])[CH3:2].[BH4-].[Na+]. The catalyst is CO. The product is [Si:1]([O:8][CH2:9][CH:10]([C:12]1[CH:13]=[C:14]([CH:17]=[CH:18][CH:19]=1)[C:15]#[N:16])[OH:11])([C:4]([CH3:7])([CH3:6])[CH3:5])([CH3:3])[CH3:2]. The yield is 0.580.